From a dataset of Reaction yield outcomes from USPTO patents with 853,638 reactions. Predict the reaction yield, written as a fraction of the theoretical maximum amount of product (1.0 means a 100% yield; for example, 0.34 means a 34% yield). (1) The reactants are [CH3:1][S:2](Cl)(=[O:4])=[O:3].[C:6]1([C:12]2[NH:13][C:14]3[C:19]([C:20]=2[CH2:21][CH2:22][OH:23])=[CH:18][CH:17]=[CH:16][CH:15]=3)[CH:11]=[CH:10][CH:9]=[CH:8][CH:7]=1.C(N(CC)CC)C.Cl. The catalyst is ClCCl. The product is [C:6]1([C:12]2[NH:13][C:14]3[C:19]([C:20]=2[CH2:21][CH2:22][O:23][S:2]([CH3:1])(=[O:4])=[O:3])=[CH:18][CH:17]=[CH:16][CH:15]=3)[CH:7]=[CH:8][CH:9]=[CH:10][CH:11]=1. The yield is 1.00. (2) The reactants are [C:1]([C:3]1[CH:30]=[CH:29][C:6]([C:7]([NH:9][NH:10][C:11](=O)[C@H:12]([NH:16][C:17]2[C:25]3[CH:24]=[CH:23][S:22][C:21]=3[C:20]([C:26]#[N:27])=[CH:19][CH:18]=2)[C@H:13]([OH:15])[CH3:14])=[O:8])=[CH:5][CH:4]=1)#[N:2].CCN(P1(N(C)CCCN1C)=NC(C)(C)C)CC.CO. The catalyst is C1COCC1. The product is [C:1]([C:3]1[CH:4]=[CH:5][C:6]([C:7]2[O:8][C:11]([C@H:12]([NH:16][C:17]3[C:25]4[CH:24]=[CH:23][S:22][C:21]=4[C:20]([C:26]#[N:27])=[CH:19][CH:18]=3)[C@H:13]([OH:15])[CH3:14])=[N:10][N:9]=2)=[CH:29][CH:30]=1)#[N:2]. The yield is 0.440. (3) The reactants are [OH:1][C:2]1[CH:11]=[CH:10][C:5]([C:6]([O:8][CH3:9])=[O:7])=[CH:4][C:3]=1I.[CH2:13]([OH:18])[CH2:14][CH2:15][C:16]#[CH:17]. The catalyst is N1C=CC=CC=1.CCOC(C)=O.[Cu-]=O. The product is [OH:18][CH2:13][CH2:14][CH2:15][C:16]1[O:1][C:2]2[CH:11]=[CH:10][C:5]([C:6]([O:8][CH3:9])=[O:7])=[CH:4][C:3]=2[CH:17]=1. The yield is 0.490. (4) The reactants are [CH:1]([N:4]1[C:8]([C:9]2[N:18]=[C:17]3[N:11]([CH2:12][CH2:13][O:14][C:15]4[CH:22]=[C:21](O)[N:20]=[CH:19][C:16]=43)[CH:10]=2)=[N:7][C:6](C)=[N:5]1)([CH3:3])[CH3:2].[CH3:25][O:26][C@H:27]1[CH2:31][NH:30][C@H:29]([C:32]([NH2:34])=[O:33])[CH2:28]1. The catalyst is O. The product is [CH:1]([N:4]1[C:8]([C:9]2[N:18]=[C:17]3[C:16]4[CH:19]=[N:20][C:21]([N:30]5[CH2:31][C@H:27]([O:26][CH3:25])[CH2:28][C@H:29]5[C:32]([NH2:34])=[O:33])=[CH:22][C:15]=4[O:14][CH2:13][CH2:12][N:11]3[CH:10]=2)=[N:7][CH:6]=[N:5]1)([CH3:3])[CH3:2]. The yield is 0.320. (5) The reactants are [CH2:1]([O:8][C:9]1[C:10]([C:27]([OH:29])=[O:28])=[N:11][CH:12]=[C:13]([C:16](=[O:26])[NH:17][CH2:18][C:19]2[CH:24]=[CH:23][C:22]([F:25])=[CH:21][CH:20]=2)[C:14]=1[OH:15])[C:2]1[CH:7]=[CH:6][CH:5]=[CH:4][CH:3]=1.Cl.[CH3:31]N(C)CCCN=C=NCC.ON1C2C=CC=CC=2N=N1.C(N(CC)CC)C. The catalyst is CN(C)C=O.C(OCC)(=O)C.CO. The product is [CH3:31][O:28][C:27]([C:10]1[C:9]([O:8][CH2:1][C:2]2[CH:3]=[CH:4][CH:5]=[CH:6][CH:7]=2)=[C:14]([OH:15])[C:13]([C:16](=[O:26])[NH:17][CH2:18][C:19]2[CH:20]=[CH:21][C:22]([F:25])=[CH:23][CH:24]=2)=[CH:12][N:11]=1)=[O:29]. The yield is 0.690. (6) The reactants are [CH3:1][C:2]1[C:3]([C:7]([C@@H:9]2[CH2:13][CH2:12][C:11](=[O:14])[N:10]2[CH2:15][CH2:16][NH:17][C:18](=[O:24])[O:19][C:20]([CH3:23])([CH3:22])[CH3:21])=[O:8])=[CH:4][S:5][CH:6]=1. The catalyst is C1COCC1. The product is [C:20]([O:19][C:18](=[O:24])[NH:17][CH2:16][CH2:15][N:10]1[C:11](=[O:14])[CH2:12][CH2:13][C@H:9]1[C@H:7]([OH:8])[C:3]1[C:2]([CH3:1])=[CH:6][S:5][CH:4]=1)([CH3:23])([CH3:21])[CH3:22]. The yield is 0.910. (7) The reactants are CS(O[CH2:6][C:7]1[CH:11]=[C:10]([C:12]2[C:13]([C:42](=[O:46])[NH:43][CH2:44][CH3:45])=[N:14][O:15][C:16]=2[C:17]2[CH:22]=[C:21]([CH:23]([CH3:25])[CH3:24])[C:20]([O:26][CH2:27][C:28]3[CH:33]=[CH:32][CH:31]=[CH:30][CH:29]=3)=[CH:19][C:18]=2[O:34][CH2:35][C:36]2[CH:41]=[CH:40][CH:39]=[CH:38][CH:37]=2)[O:9][N:8]=1)(=O)=O.[NH:47]1[CH2:52][CH2:51][S:50][CH2:49][CH2:48]1. No catalyst specified. The product is [CH2:35]([O:34][C:18]1[CH:19]=[C:20]([O:26][CH2:27][C:28]2[CH:29]=[CH:30][CH:31]=[CH:32][CH:33]=2)[C:21]([CH:23]([CH3:24])[CH3:25])=[CH:22][C:17]=1[C:16]1[O:15][N:14]=[C:13]([C:42]([NH:43][CH2:44][CH3:45])=[O:46])[C:12]=1[C:10]1[O:9][N:8]=[C:7]([CH2:6][N:47]2[CH2:52][CH2:51][S:50][CH2:49][CH2:48]2)[CH:11]=1)[C:36]1[CH:41]=[CH:40][CH:39]=[CH:38][CH:37]=1. The yield is 0.670. (8) The reactants are [F:1][C:2]([F:36])([F:35])[C:3]1[CH:34]=[CH:33][C:6]([CH2:7][O:8][C:9]([N:11]2[CH2:16][CH2:15][CH2:14][CH:13]([C:17]3[CH:22]=[CH:21][C:20]([CH3:23])=[C:19]([O:24][C:25]([C:28]([O:30]CC)=[O:29])([CH3:27])[CH3:26])[CH:18]=3)[CH2:12]2)=[O:10])=[CH:5][CH:4]=1.C(=O)([O-])[O-].[K+].[K+].CO. The catalyst is O. The product is [F:35][C:2]([F:1])([F:36])[C:3]1[CH:34]=[CH:33][C:6]([CH2:7][O:8][C:9]([N:11]2[CH2:16][CH2:15][CH2:14][CH:13]([C:17]3[CH:22]=[CH:21][C:20]([CH3:23])=[C:19]([O:24][C:25]([C:28]([OH:30])=[O:29])([CH3:27])[CH3:26])[CH:18]=3)[CH2:12]2)=[O:10])=[CH:5][CH:4]=1. The yield is 0.940. (9) The reactants are C[O:2][C:3](=O)[CH:4]([N:15]1[CH2:20][CH2:19][N:18]([C:21]([O:23][C:24]([CH3:27])([CH3:26])[CH3:25])=[O:22])[CH2:17][CH2:16]1)[CH2:5][C:6]1[CH:11]=[CH:10][CH:9]=[CH:8][C:7]=1[N+:12]([O-])=O.O=C1C(C2CCN(C(OC(C)(C)C)=O)CC2)CC2C(=CC=CC=2)N1. No catalyst specified. The product is [O:2]=[C:3]1[CH:4]([N:15]2[CH2:20][CH2:19][N:18]([C:21]([O:23][C:24]([CH3:26])([CH3:25])[CH3:27])=[O:22])[CH2:17][CH2:16]2)[CH2:5][C:6]2[C:7](=[CH:8][CH:9]=[CH:10][CH:11]=2)[NH:12]1. The yield is 1.00. (10) The reactants are [OH:1][CH2:2][C:3]1[CH:21]=[CH:20][C:6]([NH:7][CH:8]=[C:9]([C:15]([O:17][CH2:18][CH3:19])=[O:16])[C:10]([O:12][CH2:13][CH3:14])=[O:11])=[C:5]([I:22])[CH:4]=1.[C:23](OC(=O)C)(=[O:25])[CH3:24].O. The catalyst is C(O)(=O)C. The product is [C:23]([O:1][CH2:2][C:3]1[CH:21]=[CH:20][C:6]([NH:7][CH:8]=[C:9]([C:15]([O:17][CH2:18][CH3:19])=[O:16])[C:10]([O:12][CH2:13][CH3:14])=[O:11])=[C:5]([I:22])[CH:4]=1)(=[O:25])[CH3:24]. The yield is 0.870.